Predict the reaction yield, written as a fraction of the theoretical maximum amount of product (1.0 means a 100% yield; for example, 0.34 means a 34% yield). From a dataset of Reaction yield outcomes from USPTO patents with 853,638 reactions. (1) The reactants are Br[C:2]1[CH:3]=[CH:4][C:5]2[C:6]3[S:14][C:13]([C:15](=[O:17])[CH3:16])=[CH:12][C:7]=3[CH2:8][O:9][C:10]=2[CH:11]=1.C([Sn](CCCC)(CCCC)[C:23]([O:25]CC)=[CH2:24])CCC.[F-].[K+]. The catalyst is O1CCOCC1.C1C=CC([P]([Pd]([P](C2C=CC=CC=2)(C2C=CC=CC=2)C2C=CC=CC=2)([P](C2C=CC=CC=2)(C2C=CC=CC=2)C2C=CC=CC=2)[P](C2C=CC=CC=2)(C2C=CC=CC=2)C2C=CC=CC=2)(C2C=CC=CC=2)C2C=CC=CC=2)=CC=1.C1C=CC(P(C2C=CC=CC=2)[C-]2C=CC=C2)=CC=1.C1C=CC(P(C2C=CC=CC=2)[C-]2C=CC=C2)=CC=1.Cl[Pd]Cl.[Fe+2].C(Cl)Cl. The product is [S:14]1[C:6]2[C:5]3[CH:4]=[CH:3][C:2]([C:23](=[O:25])[CH3:24])=[CH:11][C:10]=3[O:9][CH2:8][C:7]=2[CH:12]=[C:13]1[C:15](=[O:17])[CH3:16]. The yield is 0.680. (2) The reactants are [CH3:1][O:2][CH2:3][C:4]1[N:8]([CH3:9])[N:7]=[C:6]([NH:10][C:11]2[C:12](=[O:27])[N:13]([CH3:26])[CH:14]=[C:15](B3OC(C)(C)C(C)(C)O3)[CH:16]=2)[CH:5]=1.Cl[C:29]1[C:34]([CH:35]=[O:36])=[C:33]([N:37]2[CH2:49][CH2:48][C:47]3[N:46]4[C:41]([CH2:42][CH2:43][CH2:44][CH2:45]4)=[CH:40][C:39]=3[C:38]2=[O:50])[N:32]=[CH:31][CH:30]=1.[O-]P([O-])([O-])=O.[K+].[K+].[K+].C([O-])(=O)C.[Na+]. The catalyst is C1C=CC(P(C2C=CC=CC=2)[C-]2C=CC=C2)=CC=1.C1C=CC(P(C2C=CC=CC=2)[C-]2C=CC=C2)=CC=1.Cl[Pd]Cl.[Fe+2].O.C(#N)C. The product is [CH3:1][O:2][CH2:3][C:4]1[N:8]([CH3:9])[N:7]=[C:6]([NH:10][C:11]2[C:12](=[O:27])[N:13]([CH3:26])[CH:14]=[C:15]([C:29]3[C:34]([CH:35]=[O:36])=[C:33]([N:37]4[CH2:49][CH2:48][C:47]5[N:46]6[C:41]([CH2:42][CH2:43][CH2:44][CH2:45]6)=[CH:40][C:39]=5[C:38]4=[O:50])[N:32]=[CH:31][CH:30]=3)[CH:16]=2)[CH:5]=1. The yield is 0.220.